From a dataset of Reaction yield outcomes from USPTO patents with 853,638 reactions. Predict the reaction yield, written as a fraction of the theoretical maximum amount of product (1.0 means a 100% yield; for example, 0.34 means a 34% yield). The reactants are [N+:1]([C:4]1[CH:5]=[C:6]2[C:10](=[CH:11][CH:12]=1)[NH:9][N:8]=[C:7]2/[CH:13]=[CH:14]/[C:15]1[CH:16]=[N:17][CH:18]=[CH:19][CH:20]=1)([O-])=O.O.NN. The catalyst is C(O)C.[C].[Pd]. The product is [NH2:1][C:4]1[CH:5]=[C:6]2[C:10](=[CH:11][CH:12]=1)[NH:9][N:8]=[C:7]2/[CH:13]=[CH:14]/[C:15]1[CH:16]=[N:17][CH:18]=[CH:19][CH:20]=1. The yield is 0.650.